This data is from Forward reaction prediction with 1.9M reactions from USPTO patents (1976-2016). The task is: Predict the product of the given reaction. (1) Given the reactants C(O[C:4]([C:6]1[CH:7]=[N:8][C:9]2[C:14]([C:15]=1[NH:16][CH:17]1[CH2:21][CH2:20][CH2:19][CH2:18]1)=[CH:13][CH:12]=[CH:11][C:10]=2[O:22][CH3:23])=[O:5])C.[N:24]([C:27]1[CH:31]=[C:30]([CH3:32])[O:29][C:28]=1[C:33]([F:36])([F:35])[F:34])=[C:25]=[O:26], predict the reaction product. The product is: [CH:17]1([N:16]2[C:15]3[C:14]4[CH:13]=[CH:12][CH:11]=[C:10]([O:22][CH3:23])[C:9]=4[N:8]=[CH:7][C:6]=3[C:4](=[O:5])[N:24]([C:27]3[CH:31]=[C:30]([CH3:32])[O:29][C:28]=3[C:33]([F:36])([F:34])[F:35])[C:25]2=[O:26])[CH2:21][CH2:20][CH2:19][CH2:18]1. (2) Given the reactants [CH3:1][C:2]1[CH:19]=[CH:18][C:5]([CH2:6][O:7][C:8]([N:10]2[CH2:15][CH2:14][CH:13]([CH2:16][NH2:17])[CH2:12][CH2:11]2)=[O:9])=[CH:4][CH:3]=1.Cl[C:21]1[N:26]=[CH:25][C:24]([F:27])=[CH:23][N:22]=1.C(N(CC)CC)C, predict the reaction product. The product is: [CH3:1][C:2]1[CH:3]=[CH:4][C:5]([CH2:6][O:7][C:8]([N:10]2[CH2:15][CH2:14][CH:13]([CH2:16][NH:17][C:21]3[N:26]=[CH:25][C:24]([F:27])=[CH:23][N:22]=3)[CH2:12][CH2:11]2)=[O:9])=[CH:18][CH:19]=1. (3) Given the reactants C(OC([NH:8][C@@:9]([CH2:27][CH2:28][N:29]1[C@H:38]([CH2:39][OH:40])[CH2:37][C:36]2[C:31](=[CH:32][CH:33]=[CH:34][CH:35]=2)[CH2:30]1)([CH2:14][CH2:15][CH2:16][CH2:17][B:18]1[O:22]C(C)(C)C(C)(C)[O:19]1)[C:10]([O:12]C)=[O:11])=O)(C)(C)C.[ClH:41], predict the reaction product. The product is: [ClH:41].[ClH:41].[NH2:8][C@@:9]([CH2:27][CH2:28][N:29]1[C@H:38]([CH2:39][OH:40])[CH2:37][C:36]2[C:31](=[CH:32][CH:33]=[CH:34][CH:35]=2)[CH2:30]1)([CH2:14][CH2:15][CH2:16][CH2:17][B:18]([OH:22])[OH:19])[C:10]([OH:12])=[O:11]. (4) Given the reactants [Cl:1][C:2]1[CH:14]=[C:13]([CH2:15][OH:16])[C:12]([O:17][CH3:18])=[CH:11][C:3]=1[O:4][CH2:5][C:6]([O:8]CC)=[O:7].O.[OH-].[Li+], predict the reaction product. The product is: [Cl:1][C:2]1[CH:14]=[C:13]([CH2:15][OH:16])[C:12]([O:17][CH3:18])=[CH:11][C:3]=1[O:4][CH2:5][C:6]([OH:8])=[O:7]. (5) The product is: [N:5]12[CH2:11][CH2:10][CH:9]([CH2:12][CH2:13]1)[N:8]([C:14]([C:16]1[C:20]3[CH:21]=[CH:22][C:23]([OH:25])=[CH:24][C:19]=3[S:18][N:17]=1)=[O:15])[CH2:7][CH2:6]2. Given the reactants B(Br)(Br)Br.[N:5]12[CH2:13][CH2:12][CH:9]([CH2:10][CH2:11]1)[N:8]([C:14]([C:16]1[C:20]3[CH:21]=[CH:22][C:23]([O:25]C)=[CH:24][C:19]=3[S:18][N:17]=1)=[O:15])[CH2:7][CH2:6]2, predict the reaction product. (6) The product is: [CH3:42][O:41][C:39](=[O:40])[C:38]1[CH:43]=[CH:44][N:45]=[C:36]([C:20]2[CH:21]=[CH:22][CH:23]=[C:18]([C:17]3[O:16][N:15]=[C:14]([CH3:33])[C:13]=3[NH:12][C:11]([O:10][CH:8]([C:3]3[CH:4]=[CH:5][CH:6]=[CH:7][C:2]=3[Cl:1])[CH3:9])=[O:34])[CH:19]=2)[CH:37]=1. Given the reactants [Cl:1][C:2]1[CH:7]=[CH:6][CH:5]=[CH:4][C:3]=1[CH:8]([O:10][C:11](=[O:34])[NH:12][C:13]1[C:14]([CH3:33])=[N:15][O:16][C:17]=1[C:18]1[CH:23]=[CH:22][CH:21]=[C:20](B2OC(C)(C)C(C)(C)O2)[CH:19]=1)[CH3:9].Br[C:36]1[CH:37]=[C:38]([CH:43]=[CH:44][N:45]=1)[C:39]([O:41][CH3:42])=[O:40], predict the reaction product. (7) Given the reactants Br[C:2]1[CH:11]=[C:10]2[C:5]([CH2:6][CH2:7][N:8]([C:12]3[CH:17]=[C:16]([N:18]4[CH2:23][CH2:22][N:21]([CH3:24])[CH2:20][CH2:19]4)[N:15]=[C:14]([NH2:25])[N:13]=3)[CH2:9]2)=[CH:4][CH:3]=1.[NH:26]1[CH2:31][CH2:30][CH:29]([C:32]#[N:33])[CH2:28][CH2:27]1.CC(C)([O-])C.[Na+], predict the reaction product. The product is: [NH2:25][C:14]1[N:13]=[C:12]([N:8]2[CH2:7][CH2:6][C:5]3[C:10](=[CH:11][C:2]([N:26]4[CH2:31][CH2:30][CH:29]([C:32]#[N:33])[CH2:28][CH2:27]4)=[CH:3][CH:4]=3)[CH2:9]2)[CH:17]=[C:16]([N:18]2[CH2:19][CH2:20][N:21]([CH3:24])[CH2:22][CH2:23]2)[N:15]=1. (8) Given the reactants [CH2:1]([O:8][C:9]1[CH:14]=[CH:13][C:12](Br)=[CH:11][C:10]=1[F:16])[C:2]1[CH:7]=[CH:6][CH:5]=[CH:4][CH:3]=1.CC1(C)C(C)(C)OB([C:25]2[CH2:30][CH2:29][N:28]([C:31]([O:33][C:34]([CH3:37])(C)C)=[O:32])[CH2:27][CH:26]=2)O1.O.C([O-])([O-])=O.[Na+].[Na+].[C:46](#N)[CH3:47], predict the reaction product. The product is: [CH2:1]([O:8][C:9]1[CH:14]=[CH:13][C:12]([C:25]2[CH2:30][CH2:29][N:28]([C:31]([O:33][CH2:34][CH2:37][CH2:46][CH3:47])=[O:32])[CH2:27][CH:26]=2)=[CH:11][C:10]=1[F:16])[C:2]1[CH:7]=[CH:6][CH:5]=[CH:4][CH:3]=1.